From a dataset of Forward reaction prediction with 1.9M reactions from USPTO patents (1976-2016). Predict the product of the given reaction. (1) The product is: [Br:23][C:10]1[CH:11]=[CH:12][C:13]2[C:18](=[CH:17][C:16]([N+:20]([O-:22])=[O:21])=[CH:15][CH:14]=2)[CH:19]=1. Given the reactants N([O-])=O.[Na+].C(O)(=O)C.N[C:10]1[CH:19]=[C:18]2[C:13]([CH:14]=[CH:15][C:16]([N+:20]([O-:22])=[O:21])=[CH:17]2)=[CH:12][CH:11]=1.[BrH:23], predict the reaction product. (2) The product is: [F:1]/[C:2](/[C:17]1[CH:21]=[C:20]([CH3:22])[N:19]([CH2:35][C:34]2[CH:33]=[C:32]([C:29]3([CH2:28][OH:27])[CH2:31][CH2:30]3)[CH:43]=[CH:42][CH:41]=2)[N:18]=1)=[CH:3]\[C:4]1[CH:9]=[CH:8][C:7]([C:10]([CH3:16])([CH3:15])[C:11]([F:14])([F:13])[F:12])=[CH:6][CH:5]=1. Given the reactants [F:1]/[C:2](/[C:17]1[CH:21]=[C:20]([CH3:22])[NH:19][N:18]=1)=[CH:3]\[C:4]1[CH:9]=[CH:8][C:7]([C:10]([CH3:16])([CH3:15])[C:11]([F:14])([F:13])[F:12])=[CH:6][CH:5]=1.C([Si](C(C)C)(C(C)C)[O:27][CH2:28][C:29]1([C:32]2[CH:33]=[C:34]([CH:41]=[CH:42][CH:43]=2)[CH2:35]CS([O-])(=O)=O)[CH2:31][CH2:30]1)(C)C, predict the reaction product. (3) Given the reactants [NH2:1][C:2]1[N:7]=[C:6]([NH:8][C:9]2[CH:10]=[C:11]([NH:15][C:16](=[O:26])[C:17]3[CH:22]=[CH:21][C:20]([N+:23]([O-])=O)=[CH:19][CH:18]=3)[CH:12]=[CH:13][CH:14]=2)[CH:5]=[C:4]([CH3:27])[N:3]=1.CCO.Cl, predict the reaction product. The product is: [NH2:23][C:20]1[CH:21]=[CH:22][C:17]([C:16]([NH:15][C:11]2[CH:12]=[CH:13][CH:14]=[C:9]([NH:8][C:6]3[CH:5]=[C:4]([CH3:27])[N:3]=[C:2]([NH2:1])[N:7]=3)[CH:10]=2)=[O:26])=[CH:18][CH:19]=1. (4) Given the reactants [OH:1][C:2]1[CH:3]=[C:4]2[C:8](=[CH:9][CH:10]=1)[N:7]([Si:11]([CH:18]([CH3:20])[CH3:19])([CH:15]([CH3:17])[CH3:16])[CH:12]([CH3:14])[CH3:13])[CH:6]=[C:5]2[CH2:21][CH2:22][N:23]1[C:31](=[O:32])[C:30]2[C:25](=[CH:26][CH:27]=[CH:28][CH:29]=2)[C:24]1=[O:33].C(=O)([O-])[O-].[Cs+].[Cs+].I[CH2:41][CH2:42][CH3:43].CCOC(C)=O, predict the reaction product. The product is: [CH2:41]([O:1][C:2]1[CH:3]=[C:4]2[C:8](=[CH:9][CH:10]=1)[N:7]([Si:11]([CH:12]([CH3:14])[CH3:13])([CH:18]([CH3:19])[CH3:20])[CH:15]([CH3:16])[CH3:17])[CH:6]=[C:5]2[CH2:21][CH2:22][N:23]1[C:24](=[O:33])[C:25]2[C:30](=[CH:29][CH:28]=[CH:27][CH:26]=2)[C:31]1=[O:32])[CH2:42][CH3:43]. (5) Given the reactants [H-].[Na+].[Br:3][C:4]1[CH:12]=[C:11]2[C:7]([CH:8]=[N:9][NH:10]2)=[CH:6][CH:5]=1.[CH:13]1[CH:18]=[CH:17][C:16]([CH2:19]Br)=[CH:15][CH:14]=1, predict the reaction product. The product is: [CH2:19]([N:10]1[C:11]2[C:7](=[CH:6][CH:5]=[C:4]([Br:3])[CH:12]=2)[CH:8]=[N:9]1)[C:16]1[CH:17]=[CH:18][CH:13]=[CH:14][CH:15]=1.[CH2:19]([N:9]1[CH:8]=[C:7]2[C:11]([CH:12]=[C:4]([Br:3])[CH:5]=[CH:6]2)=[N:10]1)[C:16]1[CH:17]=[CH:18][CH:13]=[CH:14][CH:15]=1. (6) Given the reactants C([N:8](CC1C=CC=CC=1)[CH2:9][CH2:10][C:11]([F:14])([CH3:13])[CH3:12])C1C=CC=CC=1.[C:22]([OH:25])(=[O:24])[CH3:23], predict the reaction product. The product is: [C:22]([OH:25])(=[O:24])[CH3:23].[F:14][C:11]([CH3:13])([CH3:12])[CH2:10][CH2:9][NH2:8].